Dataset: Full USPTO retrosynthesis dataset with 1.9M reactions from patents (1976-2016). Task: Predict the reactants needed to synthesize the given product. (1) Given the product [F:23][C:24]1[CH:25]=[C:26]([C:2]2[CH:3]=[CH:4][C:5]3[O:9][C:8]([CH:10]4[CH2:15][CH2:14][N:13]([C:16]([O:18][CH:19]([CH3:21])[CH3:20])=[O:17])[CH2:12][CH2:11]4)=[N:7][C:6]=3[CH:22]=2)[CH:27]=[CH:28][C:29]=1[C:30](=[O:35])[NH:31][CH:32]([CH3:33])[CH3:34], predict the reactants needed to synthesize it. The reactants are: Br[C:2]1[CH:3]=[CH:4][C:5]2[O:9][C:8]([CH:10]3[CH2:15][CH2:14][N:13]([C:16]([O:18][CH:19]([CH3:21])[CH3:20])=[O:17])[CH2:12][CH2:11]3)=[N:7][C:6]=2[CH:22]=1.[F:23][C:24]1[CH:25]=[C:26](B(O)O)[CH:27]=[CH:28][C:29]=1[C:30](=[O:35])[NH:31][CH:32]([CH3:34])[CH3:33]. (2) Given the product [N:1]1[CH:6]=[CH:5][CH:4]=[CH:3][C:2]=1[CH:7]1[CH2:11][CH2:10][C:9](=[O:12])[CH2:8]1, predict the reactants needed to synthesize it. The reactants are: [N:1]1[CH:6]=[CH:5][CH:4]=[CH:3][C:2]=1[C:7]1[CH2:11][CH2:10][C:9](=[O:12])[CH:8]=1. (3) Given the product [CH3:15][C:3]1[C:2]([O:1][Si:19]([CH:23]([CH3:25])[CH3:24])([CH:20]([CH3:22])[CH3:21])[CH:16]([CH3:18])[CH3:17])=[C:11]([CH3:12])[C:10]([CH3:13])=[C:9]2[C:4]=1[CH2:5][CH2:6][C:7](=[O:14])[O:8]2, predict the reactants needed to synthesize it. The reactants are: [OH:1][C:2]1[C:3]([CH3:15])=[C:4]2[C:9](=[C:10]([CH3:13])[C:11]=1[CH3:12])[O:8][C:7](=[O:14])[CH2:6][CH2:5]2.[CH:16]([Si:19](Cl)([CH:23]([CH3:25])[CH3:24])[CH:20]([CH3:22])[CH3:21])([CH3:18])[CH3:17].N1C=CN=C1. (4) Given the product [Cl:1][C:2]1[CH:3]=[CH:4][C:5]([C:12]2[C:13]3[N:22]=[C:21]([N:23]4[CH2:28][CH2:27][O:26][CH2:25][CH2:24]4)[S:20][C:14]=3[C:15](=[O:19])[NH:16][CH2:17][CH:18]=2)=[C:6]([CH:11]=1)[C:7]([OH:9])=[O:8], predict the reactants needed to synthesize it. The reactants are: [Cl:1][C:2]1[CH:3]=[CH:4][C:5]([C:12]2[C:13]3[N:22]=[C:21]([N:23]4[CH2:28][CH2:27][O:26][CH2:25][CH2:24]4)[S:20][C:14]=3[C:15](=[O:19])[NH:16][CH2:17][CH:18]=2)=[C:6]([CH:11]=1)[C:7]([O:9]C)=[O:8].[OH-].[Na+].O.